From a dataset of Full USPTO retrosynthesis dataset with 1.9M reactions from patents (1976-2016). Predict the reactants needed to synthesize the given product. (1) Given the product [CH3:8][C:3]1[CH:4]=[CH:5][CH:6]=[CH:7][C:2]=1[NH:1][C:11](=[O:13])[CH2:10][C:9]([NH:1][C:2]1[CH:7]=[CH:6][CH:5]=[CH:4][C:3]=1[CH3:8])=[O:17], predict the reactants needed to synthesize it. The reactants are: [NH2:1][C:2]1[C:3]([CH3:8])=[CH:4][CH:5]=[CH:6][CH:7]=1.[C:9]([O:17]CC)(=O)[CH2:10][C:11]([O:13]CC)=O. (2) Given the product [CH:1]([O:14][N:15]1[CH:20]=[C:19]([O:21][CH2:22][C:23]2[CH:28]=[CH:27][C:26]([O:29][CH3:30])=[CH:25][CH:24]=2)[C:18](=[O:31])[CH:17]=[C:16]1[CH2:32][N:38]1[C:34](=[O:44])[C:35]2[C:36](=[CH:40][CH:41]=[CH:42][CH:43]=2)[C:37]1=[O:39])([C:8]1[CH:13]=[CH:12][CH:11]=[CH:10][CH:9]=1)[C:2]1[CH:3]=[CH:4][CH:5]=[CH:6][CH:7]=1, predict the reactants needed to synthesize it. The reactants are: [CH:1]([O:14][N:15]1[CH:20]=[C:19]([O:21][CH2:22][C:23]2[CH:28]=[CH:27][C:26]([O:29][CH3:30])=[CH:25][CH:24]=2)[C:18](=[O:31])[CH:17]=[C:16]1[CH2:32]O)([C:8]1[CH:13]=[CH:12][CH:11]=[CH:10][CH:9]=1)[C:2]1[CH:7]=[CH:6][CH:5]=[CH:4][CH:3]=1.[C:34]1(=[O:44])[NH:38][C:37](=[O:39])[C:36]2=[CH:40][CH:41]=[CH:42][CH:43]=[C:35]12.C1(P(C2C=CC=CC=2)C2C=CC=CC=2)C=CC=CC=1.N(C(OC(C)C)=O)=NC(OC(C)C)=O. (3) Given the product [CH2:1]([C:5]1[N:6]([CH2:13][C:14]2[CH:19]=[CH:18][C:17]([C:20]3[CH:25]=[CH:24][CH:23]=[CH:22][C:21]=3[C:26]3[NH:30][N:29]=[N:28][N:27]=3)=[CH:16][CH:15]=2)[C:7]([CH2:11][O:12][C:39]([CH2:40][CH2:41][CH2:42][O:43][N+:44]([O-:46])=[O:45])=[O:38])=[C:8]([Cl:10])[N:9]=1)[CH2:2][CH2:3][CH3:4], predict the reactants needed to synthesize it. The reactants are: [CH2:1]([C:5]1[N:6]([CH2:13][C:14]2[CH:19]=[CH:18][C:17]([C:20]3[CH:25]=[CH:24][CH:23]=[CH:22][C:21]=3[C:26]3[NH:30][N:29]=[N:28][N:27]=3)=[CH:16][CH:15]=2)[C:7]([CH2:11][OH:12])=[C:8]([Cl:10])[N:9]=1)[CH2:2][CH2:3][CH3:4].FC1C([O:38][C:39](=O)[CH2:40][CH2:41][CH2:42][O:43][N+:44]([O-:46])=[O:45])=C(F)C(F)=C(F)C=1F. (4) Given the product [CH3:21][C:4]1[CH:3]=[C:2]([NH:49][C:50]2[CH:55]=[CH:54][CH:53]=[CH:52][CH:51]=2)[CH:10]=[C:9]2[C:5]=1[CH:6]=[C:7]([C:11]([NH:13][C@@H:14]1[CH2:19][CH2:18][CH2:17][CH2:16][C@@H:15]1[CH3:20])=[O:12])[NH:8]2, predict the reactants needed to synthesize it. The reactants are: Br[C:2]1[CH:10]=[C:9]2[C:5]([CH:6]=[C:7]([C:11]([NH:13][C@@H:14]3[CH2:19][CH2:18][CH2:17][CH2:16][C@@H:15]3[CH3:20])=[O:12])[NH:8]2)=[C:4]([CH3:21])[CH:3]=1.CC(P(C(C)(C)C)C1C(C2C=CC=CC=2)=CC=CC=1)(C)C.C(O[K])(C)(C)C.[NH2:49][C:50]1[CH:55]=[CH:54][CH:53]=[CH:52][CH:51]=1. (5) Given the product [I:16][C:17]1[CH:22]=[C:21]([I:23])[CH:20]=[C:19]([I:24])[C:18]=1[O:25][CH2:2][CH2:3][CH2:4][CH2:5][CH2:6][CH2:7][CH2:8][CH2:9][CH2:10][CH2:11][CH2:12][C:13]([OH:15])=[O:14], predict the reactants needed to synthesize it. The reactants are: Br[CH2:2][CH2:3][CH2:4][CH2:5][CH2:6][CH2:7][CH2:8][CH2:9][CH2:10][CH2:11][CH2:12][C:13]([OH:15])=[O:14].[I:16][C:17]1[CH:22]=[C:21]([I:23])[CH:20]=[C:19]([I:24])[C:18]=1[OH:25].[OH-].[K+].